Dataset: Catalyst prediction with 721,799 reactions and 888 catalyst types from USPTO. Task: Predict which catalyst facilitates the given reaction. (1) Reactant: [Li]CCCC.[Li]N1C(C)(C)CCCC1(C)C.[Br:17][C:18]1[CH:19]=[CH:20][C:21]2[S:25][C:24]([CH3:26])=[N:23][C:22]=2[CH:27]=1.[CH2:28]=[O:29].[NH4+].[Cl-]. Product: [Br:17][C:18]1[CH:19]=[CH:20][C:21]2[S:25][C:24]([CH2:26][CH2:28][OH:29])=[N:23][C:22]=2[CH:27]=1. The catalyst class is: 1. (2) Reactant: [Cl:1][C:2]1[CH:3]=[C:4]([NH:17][C:18]2[C:27]3[C:22](=[CH:23][CH:24]=[C:25]([C:28]4[O:29][C:30]([CH:33]=O)=[CH:31][CH:32]=4)[CH:26]=3)[N:21]=[CH:20][N:19]=2)[CH:5]=[CH:6][C:7]=1[O:8][CH2:9][C:10]1[CH:15]=[CH:14][CH:13]=[C:12]([F:16])[CH:11]=1.[Cl:35][C:36]1[CH:37]=[C:38]([CH2:43][CH2:44][NH2:45])[CH:39]=[C:40]([F:42])[CH:41]=1.C(O[BH-](OC(=O)C)OC(=O)C)(=O)C.[Na+].C(=O)([O-])[O-].[Na+].[Na+]. Product: [Cl:1][C:2]1[CH:3]=[C:4]([NH:17][C:18]2[C:27]3[C:22](=[CH:23][CH:24]=[C:25]([C:28]4[O:29][C:30]([CH2:33][NH:45][CH2:44][CH2:43][C:38]5[CH:39]=[C:40]([F:42])[CH:41]=[C:36]([Cl:35])[CH:37]=5)=[CH:31][CH:32]=4)[CH:26]=3)[N:21]=[CH:20][N:19]=2)[CH:5]=[CH:6][C:7]=1[O:8][CH2:9][C:10]1[CH:15]=[CH:14][CH:13]=[C:12]([F:16])[CH:11]=1. The catalyst class is: 7. (3) The catalyst class is: 5. Reactant: [Cl:1][C:2]1[CH:38]=[CH:37][C:5]([O:6][CH2:7][C:8]([N:10]2[CH2:15][CH2:14][N:13]([C:16]3[C:17]4[CH:29]=[C:28]([C:30]5[CH:35]=[CH:34][C:33]([F:36])=[CH:32][CH:31]=5)[S:27][C:18]=4[N:19]=[C:20]([C:22](OCC)=[O:23])[N:21]=3)[CH2:12][CH2:11]2)=[O:9])=[CH:4][CH:3]=1.[CH3:39][O:40][CH2:41][CH2:42][NH2:43]. Product: [Cl:1][C:2]1[CH:38]=[CH:37][C:5]([O:6][CH2:7][C:8]([N:10]2[CH2:11][CH2:12][N:13]([C:16]3[C:17]4[CH:29]=[C:28]([C:30]5[CH:35]=[CH:34][C:33]([F:36])=[CH:32][CH:31]=5)[S:27][C:18]=4[N:19]=[C:20]([C:22]([NH:43][CH2:42][CH2:41][O:40][CH3:39])=[O:23])[N:21]=3)[CH2:14][CH2:15]2)=[O:9])=[CH:4][CH:3]=1. (4) Reactant: [Cl:1][C:2]1[CH:7]=[CH:6][CH:5]=[C:4]([N:8]2[CH2:13][CH2:12][O:11][CH2:10][CH2:9]2)[C:3]=1[CH2:14][N:15]1[CH2:20][CH2:19][N:18](C(OC(C)(C)C)=O)[CH2:17][CH2:16]1.FC(F)(F)C(O)=O. Product: [Cl:1][C:2]1[C:3]([CH2:14][N:15]2[CH2:20][CH2:19][NH:18][CH2:17][CH2:16]2)=[C:4]([N:8]2[CH2:13][CH2:12][O:11][CH2:10][CH2:9]2)[CH:5]=[CH:6][CH:7]=1. The catalyst class is: 4. (5) Reactant: OS(O)(=O)=O.[CH:6]1[C:15]2[C:10](=[CH:11][CH:12]=[CH:13][CH:14]=2)[CH:9]=[CH:8][N:7]=1.[Br:16]N1C(=O)CCC1=O.[NH4+].[OH-]. Product: [Br:16][C:11]1[CH:12]=[CH:13][CH:14]=[C:15]2[C:10]=1[CH:9]=[CH:8][N:7]=[CH:6]2. The catalyst class is: 194. (6) The catalyst class is: 1. Reactant: C1C=CC(P(C2C=CC=CC=2)C2C=CC=CC=2)=CC=1.CCOC(/N=N/C(OCC)=O)=O.[OH:32][C:33]1[CH:34]=[C:35]2[C:40](=[CH:41][CH:42]=1)[NH:39][C:38](=[O:43])[CH:37]=[CH:36]2.[Cl:44][C:45]1[CH:46]=[C:47]([NH:52][C:53]2[N:54]=[CH:55][C:56]([CH2:59]O)=[N:57][CH:58]=2)[CH:48]=[CH:49][C:50]=1[Cl:51]. Product: [Cl:44][C:45]1[CH:46]=[C:47]([NH:52][C:53]2[N:54]=[CH:55][C:56]([CH2:59][O:32][C:33]3[CH:34]=[C:35]4[C:40](=[CH:41][CH:42]=3)[NH:39][C:38](=[O:43])[CH:37]=[CH:36]4)=[N:57][CH:58]=2)[CH:48]=[CH:49][C:50]=1[Cl:51].